The task is: Predict the reaction yield, written as a fraction of the theoretical maximum amount of product (1.0 means a 100% yield; for example, 0.34 means a 34% yield).. This data is from Reaction yield outcomes from USPTO patents with 853,638 reactions. (1) The yield is 0.980. The product is [Br:8][C:5]1[CH:6]=[CH:7][C:2]2[N:3]([CH:10]=[C:11]([C:12]([F:15])([F:14])[F:13])[N:1]=2)[CH:4]=1. The catalyst is C(O)C. The reactants are [NH2:1][C:2]1[CH:7]=[CH:6][C:5]([Br:8])=[CH:4][N:3]=1.Br[CH2:10][C:11](=O)[C:12]([F:15])([F:14])[F:13].C(=O)([O-])[O-].[K+].[K+]. (2) The reactants are [OH:1][C:2]1([CH2:9][NH:10][C:11]([C:13]2[C:21]3[C:16](=[CH:17][CH:18]=[CH:19][C:20]=3[Cl:22])[N:15]([CH2:23][CH:24]3[CH2:28][CH2:27][CH2:26][NH:25]3)[CH:14]=2)=[O:12])[CH2:7][CH2:6][CH2:5][CH:4]([CH3:8])[CH2:3]1.C([O-])([O-])=O.[K+].[K+].Br[CH2:36][CH2:37][F:38]. The catalyst is CN(C)C=O. The product is [OH:1][C:2]1([CH2:9][NH:10][C:11]([C:13]2[C:21]3[C:16](=[CH:17][CH:18]=[CH:19][C:20]=3[Cl:22])[N:15]([CH2:23][CH:24]3[CH2:28][CH2:27][CH2:26][N:25]3[CH2:36][CH2:37][F:38])[CH:14]=2)=[O:12])[CH2:7][CH2:6][CH2:5][CH:4]([CH3:8])[CH2:3]1. The yield is 0.0480. (3) The reactants are [CH3:1][C:2]1[O:6][N:5]=[C:4]([C:7]2[CH:12]=[CH:11][CH:10]=[CH:9][CH:8]=2)[C:3]=1[C:13]([NH:15][NH2:16])=[O:14].[N:17]1[C:26]2[C:21](=[CH:22][CH:23]=[CH:24][CH:25]=2)[C:20]([C:27](O)=O)=[CH:19][CH:18]=1. No catalyst specified. The product is [CH3:1][C:2]1[O:6][N:5]=[C:4]([C:7]2[CH:12]=[CH:11][CH:10]=[CH:9][CH:8]=2)[C:3]=1[C:13]1[O:14][C:27]([C:20]2[C:21]3[C:26](=[CH:25][CH:24]=[CH:23][CH:22]=3)[N:17]=[CH:18][CH:19]=2)=[N:16][N:15]=1. The yield is 0.230. (4) The reactants are [O:1]1[CH:5]=[CH:4][CH:3]=[C:2]1[C:6]1[C:7]2[NH:15][N:14]=[N:13][C:8]=2[N:9]=[C:10]([NH2:12])[N:11]=1.[H-].[Na+].Br[CH2:19][C:20]1[CH:35]=[CH:34][C:23]2[N:24]([C:27]([O:29][C:30]([CH3:33])([CH3:32])[CH3:31])=[O:28])[N:25]=[N:26][C:22]=2[CH:21]=1. The catalyst is CN(C=O)C. The product is [NH2:12][C:10]1[N:11]=[C:6]([C:2]2[O:1][CH:5]=[CH:4][CH:3]=2)[C:7]2[N:15]=[N:14][N:13]([CH2:19][C:20]3[CH:35]=[CH:34][C:23]4[N:24]([C:27]([O:29][C:30]([CH3:31])([CH3:33])[CH3:32])=[O:28])[N:25]=[N:26][C:22]=4[CH:21]=3)[C:8]=2[N:9]=1. The yield is 0.240. (5) The reactants are [Cl:1][C:2]1[CH:3]=[C:4]2[C:9](=[CH:10][C:11]=1[O:12][C:13]1[CH:21]=[CH:20][C:16]([C:17]([OH:19])=O)=[CH:15][CH:14]=1)[O:8][CH2:7][CH2:6][CH:5]2[C:22]([O:24][CH2:25][CH3:26])=[O:23].C(Cl)(=O)C(Cl)=O.C(N(C(C)C)C(C)C)C.[NH2:42][CH:43]([CH2:46][C:47]1[CH:52]=[CH:51][C:50]([Cl:53])=[CH:49][CH:48]=1)[CH2:44][OH:45]. The catalyst is ClCCl.CN(C=O)C.CCOC(C)=O. The product is [Cl:1][C:2]1[CH:3]=[C:4]2[C:9](=[CH:10][C:11]=1[O:12][C:13]1[CH:14]=[CH:15][C:16]([C:17](=[O:19])[NH:42][CH:43]([CH2:44][OH:45])[CH2:46][C:47]3[CH:52]=[CH:51][C:50]([Cl:53])=[CH:49][CH:48]=3)=[CH:20][CH:21]=1)[O:8][CH2:7][CH2:6][CH:5]2[C:22]([O:24][CH2:25][CH3:26])=[O:23]. The yield is 0.768. (6) The yield is 0.930. The product is [CH3:1][N:2]([CH3:6])/[CH:3]=[CH:8]/[C:7]([C:6]1[N:2]([CH3:1])[C:3]([C:10]([F:12])([F:13])[F:11])=[N:4][CH:5]=1)=[O:9]. The reactants are [CH3:1][N:2]1[C:6]([C:7](=[O:9])[CH3:8])=[CH:5][N:4]=[C:3]1[C:10]([F:13])([F:12])[F:11]. The catalyst is CN(C(OC)OC)C.CN(C=O)C.O. (7) The reactants are S(C)C.[N+:4]([C:7]1[CH:8]=[CH:9][C:10]2[O:15][CH2:14][C:13](=O)[NH:12][C:11]=2[CH:17]=1)([O-:6])=[O:5]. The catalyst is C1COCC1. The product is [N+:4]([C:7]1[CH:8]=[CH:9][C:10]2[O:15][CH2:14][CH2:13][NH:12][C:11]=2[CH:17]=1)([O-:6])=[O:5]. The yield is 0.890. (8) The reactants are [CH2:1]([N:4]1[CH2:11][CH:10]2[C:6]([C:12]3[CH:17]=[CH:16][CH:15]=[C:14]([Br:18])[CH:13]=3)([NH:7][O:8][CH2:9]2)[CH2:5]1)[CH:2]=[CH2:3].C(OCC)(=O)C. The catalyst is C(O)(=O)C.[Zn]. The product is [CH2:1]([N:4]1[CH2:5][C:6]([NH2:7])([C:12]2[CH:17]=[CH:16][CH:15]=[C:14]([Br:18])[CH:13]=2)[CH:10]([CH2:9][OH:8])[CH2:11]1)[CH:2]=[CH2:3]. The yield is 0.970.